Dataset: Full USPTO retrosynthesis dataset with 1.9M reactions from patents (1976-2016). Task: Predict the reactants needed to synthesize the given product. (1) Given the product [Cl:29][C:30]1[CH:38]=[CH:37][CH:36]=[CH:35][C:31]=1[CH2:32][N:33]([CH3:34])[C:17]([C:10]1[N:9]=[N:8][N:7]([CH2:6][C:5]2[CH:4]=[C:3]([C:2]([F:27])([F:28])[F:1])[CH:22]=[C:21]([C:23]([F:26])([F:24])[F:25])[CH:20]=2)[C:11]=1[O:12][CH2:13][CH2:14][CH2:15][CH3:16])=[O:18], predict the reactants needed to synthesize it. The reactants are: [F:1][C:2]([F:28])([F:27])[C:3]1[CH:4]=[C:5]([CH:20]=[C:21]([C:23]([F:26])([F:25])[F:24])[CH:22]=1)[CH2:6][N:7]1[C:11]([O:12][CH2:13][CH2:14][CH2:15][CH3:16])=[C:10]([C:17](O)=[O:18])[N:9]=[N:8]1.[Cl:29][C:30]1[CH:38]=[CH:37][CH:36]=[CH:35][C:31]=1[CH2:32][NH:33][CH3:34].CCN=C=NCCCN(C)C. (2) Given the product [C:18]([C:15]1[S:14][C:13]([CH2:12][C:9]2[O:10][CH:11]=[C:7]([C:5]([OH:6])=[O:4])[N:8]=2)=[CH:17][CH:16]=1)(=[O:19])[CH3:23].[CH3:23][C:18]1([C:15]2[S:14][C:13]([CH2:12][C:9]3[O:10][CH:11]=[C:7]([C:5]([OH:6])=[O:4])[N:8]=3)=[CH:17][CH:16]=2)[O:22][CH2:21][CH2:20][O:19]1, predict the reactants needed to synthesize it. The reactants are: N#N.C[O:4][C:5]([C:7]1[N:8]=[C:9]([CH2:12][C:13]2[S:14][C:15]([C:18]3([CH3:23])[O:22][CH2:21][CH2:20][O:19]3)=[CH:16][CH:17]=2)[O:10][CH:11]=1)=[O:6].[OH-].[Na+]. (3) Given the product [O:14]1[CH:18]=[CH:17][CH:16]=[C:15]1[C:19]1[NH:5][C:9](=[O:11])[C:8]([C:6]#[N:7])=[C:28]([C:27]2[CH:30]=[CH:31][C:24]([N+:21]([O-:23])=[O:22])=[CH:25][CH:26]=2)[CH:1]=1, predict the reactants needed to synthesize it. The reactants are: [C:1]([O-])(=O)C.[NH4+:5].[C:6]([CH2:8][C:9]([O:11]CC)=O)#[N:7].[O:14]1[CH:18]=[CH:17][CH:16]=[C:15]1[CH:19]=O.[N+:21]([C:24]1[CH:31]=[CH:30][C:27]([CH:28]=O)=[CH:26][CH:25]=1)([O-:23])=[O:22].